From a dataset of NCI-60 drug combinations with 297,098 pairs across 59 cell lines. Regression. Given two drug SMILES strings and cell line genomic features, predict the synergy score measuring deviation from expected non-interaction effect. (1) Drug 1: CN1CCC(CC1)COC2=C(C=C3C(=C2)N=CN=C3NC4=C(C=C(C=C4)Br)F)OC. Drug 2: C1=NC2=C(N=C(N=C2N1C3C(C(C(O3)CO)O)F)Cl)N. Cell line: UACC-257. Synergy scores: CSS=19.4, Synergy_ZIP=-2.97, Synergy_Bliss=-0.376, Synergy_Loewe=-10.9, Synergy_HSA=-0.662. (2) Drug 1: C#CCC(CC1=CN=C2C(=N1)C(=NC(=N2)N)N)C3=CC=C(C=C3)C(=O)NC(CCC(=O)O)C(=O)O. Drug 2: CC1C(C(CC(O1)OC2CC(CC3=C2C(=C4C(=C3O)C(=O)C5=CC=CC=C5C4=O)O)(C(=O)C)O)N)O. Cell line: NCI-H522. Synergy scores: CSS=47.7, Synergy_ZIP=-1.75, Synergy_Bliss=-1.49, Synergy_Loewe=0.311, Synergy_HSA=2.16.